Dataset: Forward reaction prediction with 1.9M reactions from USPTO patents (1976-2016). Task: Predict the product of the given reaction. (1) Given the reactants [C:1]([C:3]1[CH:8]=[CH:7][CH:6]=[CH:5][C:4]=1[C:9]1[C:10](=[O:28])[N:11]([C:21]2[CH:26]=[CH:25][CH:24]=[C:23](O)[CH:22]=2)[CH:12]=[C:13]([C:15]2[CH:20]=[CH:19][CH:18]=[CH:17][N:16]=2)[CH:14]=1)#[N:2].[CH2:29]([N:31](CC)CC)[CH3:30].CS(Cl)(=O)=O, predict the reaction product. The product is: [C:1]([C:3]1[CH:8]=[CH:7][CH:6]=[CH:5][C:4]=1[C:9]1[C:10](=[O:28])[N:11]([C:21]2[CH:26]=[CH:25][CH:24]=[C:23]([CH2:30][C:29]#[N:31])[CH:22]=2)[CH:12]=[C:13]([C:15]2[CH:20]=[CH:19][CH:18]=[CH:17][N:16]=2)[CH:14]=1)#[N:2]. (2) Given the reactants [Cl:1][C:2]1[CH:7]=[CH:6][C:5]([CH:8]([C:15]2[C:23]3[C:18](=[C:19]([CH2:24][S:25][CH3:26])[CH:20]=[CH:21][CH:22]=3)[NH:17][CH:16]=2)[CH2:9][C:10](OCC)=[O:11])=[CH:4][C:3]=1[F:27].[H-].[Al+3].[Li+].[H-].[H-].[H-].O.C(#N)C, predict the reaction product. The product is: [Cl:1][C:2]1[CH:7]=[CH:6][C:5]([CH:8]([C:15]2[C:23]3[C:18](=[C:19]([CH2:24][S:25][CH3:26])[CH:20]=[CH:21][CH:22]=3)[NH:17][CH:16]=2)[CH2:9][CH2:10][OH:11])=[CH:4][C:3]=1[F:27]. (3) Given the reactants Cl[C:2]1[CH:17]=[C:16]([CH:18]([CH3:20])[CH3:19])[C:5]([C:6]([NH:8][CH2:9][CH:10]2[CH2:15][CH2:14][CH2:13][CH2:12][CH2:11]2)=[O:7])=[CH:4][N:3]=1.[Cl:21][C:22]1[CH:23]=[C:24]([CH:26]=[CH:27][CH:28]=1)[NH2:25], predict the reaction product. The product is: [Cl:21][C:22]1[CH:23]=[C:24]([NH:25][C:2]2[CH:17]=[C:16]([CH:18]([CH3:20])[CH3:19])[C:5]([C:6]([NH:8][CH2:9][CH:10]3[CH2:15][CH2:14][CH2:13][CH2:12][CH2:11]3)=[O:7])=[CH:4][N:3]=2)[CH:26]=[CH:27][CH:28]=1. (4) Given the reactants [N:1]12[CH2:9][CH2:8][CH:5]([CH2:6][CH2:7]1)[N:4]([C:10]1[O:11][C:12]3[C:13]([N:20]=1)=[N:14][C:15]([CH3:19])=[C:16](N)[CH:17]=3)[CH2:3][CH2:2]2.N([O-])=O.[Na+].[H+].[F:26][P-](F)(F)(F)(F)F, predict the reaction product. The product is: [F:26][C:16]1[CH:17]=[C:12]2[O:11][C:10]([N:4]3[CH:5]4[CH2:8][CH2:9][N:1]([CH2:7][CH2:6]4)[CH2:2][CH2:3]3)=[N:20][C:13]2=[N:14][C:15]=1[CH3:19]. (5) Given the reactants [CH2:1]([C:8]1[NH:9][C:10](=[O:26])[N:11]([CH:13]2[CH2:18][CH2:17][N:16](CC3C=CC=CC=3)[CH2:15][CH2:14]2)[CH:12]=1)[C:2]1[CH:7]=[CH:6][CH:5]=[CH:4][CH:3]=1, predict the reaction product. The product is: [CH2:1]([C:8]1[NH:9][C:10](=[O:26])[N:11]([CH:13]2[CH2:18][CH2:17][NH:16][CH2:15][CH2:14]2)[CH:12]=1)[C:2]1[CH:3]=[CH:4][CH:5]=[CH:6][CH:7]=1. (6) The product is: [OH:13][P:10]([O:9][P:6]([O:5][P:2]([OH:4])([OH:3])=[O:1])([OH:8])=[O:7])(=[O:11])[OH:12].[NH2:26][C:21]1[NH:22][C:23]2[C:19]([CH:20]=1)=[CH:18][CH:17]=[CH:25][CH:24]=2. Given the reactants [OH:1][P:2]([O:5][P:6]([O:9][P:10]([OH:13])([OH:12])=[O:11])([OH:8])=[O:7])(=[O:4])[OH:3].[N+]([C:17]1[CH:18]=[C:19]2[C:23](=[CH:24][CH:25]=1)[NH:22][CH:21]=[CH:20]2)([O-])=O.[NH2:26]C1C=C2C(=CC=1)NC=C2, predict the reaction product. (7) Given the reactants [NH2:1][C@@H:2]1[CH2:6][CH2:5][N:4]([C:7]2[CH:14]=[C:13]([Cl:15])[CH:12]=[CH:11][C:8]=2[CH:9]=[O:10])[CH2:3]1.[Cl:16][CH2:17][CH2:18][CH2:19][C:20](Cl)=[O:21].C(Cl)Cl.C(N(CC)CC)C, predict the reaction product. The product is: [Cl:16][CH2:17][CH2:18][CH2:19][C:20]([NH:1][C@@H:2]1[CH2:6][CH2:5][N:4]([C:7]2[CH:14]=[C:13]([Cl:15])[CH:12]=[CH:11][C:8]=2[CH:9]=[O:10])[CH2:3]1)=[O:21]. (8) Given the reactants [C:1]([N:4]1[CH2:9][CH2:8][O:7][CH2:6][CH2:5]1)(=[O:3])[CH3:2].O[C:11]1[C:20]([O:21][S:22]([C:25]([F:28])([F:27])[F:26])(=[O:24])=[O:23])=[CH:19][CH:18]=[CH:17][C:12]=1[C:13](OC)=[O:14].FC(F)(F)S(OS(C(F)(F)F)(=O)=O)(=O)=O, predict the reaction product. The product is: [N:4]1([C:1]2[O:3][C:11]3[C:20]([O:21][S:22]([C:25]([F:26])([F:27])[F:28])(=[O:23])=[O:24])=[CH:19][CH:18]=[CH:17][C:12]=3[C:13](=[O:14])[CH:2]=2)[CH2:9][CH2:8][O:7][CH2:6][CH2:5]1. (9) The product is: [Cl:24][N:18]1[C:11](=[O:17])[CH:12]=[CH:13][NH:21][C:19]1=[O:20]. Given the reactants N1C2C(=NC=CN=2)C=NC=1.[C:11]([O-:17])(=O)[CH2:12][C:13]([O-])=O.[NH2:18][C:19]([NH2:21])=[O:20].P(Cl)(Cl)([Cl:24])=O, predict the reaction product. (10) The product is: [N:1]1([CH2:13][C:14]([NH2:16])=[O:15])[C:9]2[C:4](=[CH:5][CH:6]=[CH:7][CH:8]=2)[CH:3]=[CH:2]1. Given the reactants [NH:1]1[C:9]2[C:4](=[CH:5][CH:6]=[CH:7][CH:8]=2)[CH:3]=[CH:2]1.[H-].[Na+].I[CH2:13][C:14]([NH2:16])=[O:15], predict the reaction product.